This data is from Peptide-MHC class II binding affinity with 134,281 pairs from IEDB. The task is: Regression. Given a peptide amino acid sequence and an MHC pseudo amino acid sequence, predict their binding affinity value. This is MHC class II binding data. (1) The peptide sequence is EVVAATPTSLLISWR. The MHC is DRB1_0301 with pseudo-sequence DRB1_0301. The binding affinity (normalized) is 0.451. (2) The peptide sequence is QGVTVDSIGMLP. The MHC is DRB1_0404 with pseudo-sequence DRB1_0404. The binding affinity (normalized) is 0. (3) The peptide sequence is PGEINRVASCLRKLGVPPLRAY. The MHC is DRB1_0401 with pseudo-sequence DRB1_0401. The binding affinity (normalized) is 0. (4) The peptide sequence is EENLINLISRGGDEA. The MHC is DRB1_0101 with pseudo-sequence DRB1_0101. The binding affinity (normalized) is 0.449. (5) The MHC is DRB1_0802 with pseudo-sequence DRB1_0802. The peptide sequence is IYECKGVTVKDVTIT. The binding affinity (normalized) is 0.0716. (6) The peptide sequence is RADEINAIFEENEVD. The MHC is DRB1_0701 with pseudo-sequence DRB1_0701. The binding affinity (normalized) is 0. (7) The peptide sequence is LSQLQTYMIQFDQYI. The MHC is DRB4_0101 with pseudo-sequence DRB4_0103. The binding affinity (normalized) is 0.688. (8) The peptide sequence is TPTSLLISWGHYPLH. The MHC is DRB1_1602 with pseudo-sequence DRB1_1602. The binding affinity (normalized) is 0.401. (9) The peptide sequence is EKKYFAATQFEPLAI. The MHC is DRB1_0701 with pseudo-sequence DRB1_0701. The binding affinity (normalized) is 0.769.